From a dataset of Reaction yield outcomes from USPTO patents with 853,638 reactions. Predict the reaction yield, written as a fraction of the theoretical maximum amount of product (1.0 means a 100% yield; for example, 0.34 means a 34% yield). (1) The reactants are [NH2:1]N.[F:3][C:4]1[CH:9]=[CH:8][C:7]([CH:10]2[CH2:15][CH2:14][N:13]([CH2:16][CH2:17][CH2:18]C3C=CC=C4C(NC(=O)C=34)=O)[CH2:12][CH2:11]2)=[CH:6][CH:5]=1. The catalyst is CO. The product is [F:3][C:4]1[CH:5]=[CH:6][C:7]([CH:10]2[CH2:11][CH2:12][N:13]([CH2:16][CH2:17][CH2:18][NH2:1])[CH2:14][CH2:15]2)=[CH:8][CH:9]=1. The yield is 0.930. (2) The reactants are C[Si](C)(C)CCOC(=O)[NH:7][C:8]1[CH:13]=[CH:12][C:11]([CH2:14][C:15]2[CH:20]=[CH:19][C:18]([CH2:21][O:22][CH:23]([CH3:25])[CH3:24])=[CH:17][CH:16]=2)=[CH:10][CH:9]=1.[F-].C([N+](CCCC)(CCCC)CCCC)CCC.O1CCCC1. The catalyst is CS(C)=O. The product is [CH:23]([O:22][CH2:21][C:18]1[CH:19]=[CH:20][C:15]([CH2:14][C:11]2[CH:10]=[CH:9][C:8]([NH2:7])=[CH:13][CH:12]=2)=[CH:16][CH:17]=1)([CH3:25])[CH3:24]. The yield is 0.860. (3) The reactants are [CH2:1]([NH:8][C:9]1[C:14]2=[C:15]([C:18]3[CH:23]=[CH:22][CH:21]=[CH:20][CH:19]=3)[CH:16]=[CH:17][N:13]2[N:12]=[C:11]([C:24]2[CH:25]=[N:26][CH:27]=[C:28]([CH:32]=2)[C:29](O)=[O:30])[N:10]=1)[C:2]1[CH:7]=[CH:6][CH:5]=[CH:4][CH:3]=1.CN(C(ON1N=NC2C=CC=NC1=2)=[N+](C)C)C.F[P-](F)(F)(F)(F)F.[NH:57]1[CH2:61][CH2:60][CH2:59][CH:58]1[C:62]([O:64][CH3:65])=[O:63]. The product is [CH2:1]([NH:8][C:9]1[C:14]2=[C:15]([C:18]3[CH:23]=[CH:22][CH:21]=[CH:20][CH:19]=3)[CH:16]=[CH:17][N:13]2[N:12]=[C:11]([C:24]2[CH:25]=[N:26][CH:27]=[C:28]([CH:32]=2)[C:29]([N:57]2[CH2:61][CH2:60][CH2:59][CH:58]2[C:62]([O:64][CH3:65])=[O:63])=[O:30])[N:10]=1)[C:2]1[CH:7]=[CH:6][CH:5]=[CH:4][CH:3]=1. The catalyst is CN(C=O)C.CN(C1C=CN=CC=1)C. The yield is 0.593. (4) The catalyst is CS(C)=O.C(OCC)(=O)C. The product is [C@H:37]12[CH2:43][C@H:40]([N:41]([C:27]3[N:26]=[CH:25][C:24]([C:22]4[CH:23]=[C:14]([C:13]5[N:9]([CH3:8])[N:10]=[CH:11][C:12]=5[CH3:35])[C:15]([CH3:34])=[C:16]([CH:21]=4)[C:17]([O:19][CH3:20])=[O:18])=[CH:29][N:28]=3)[CH2:42]1)[CH2:39][O:38]2. The reactants are C(N(CC)CC)C.[CH3:8][N:9]1[C:13]([C:14]2[C:15]([CH3:34])=[C:16]([CH:21]=[C:22]([C:24]3[CH:25]=[N:26][C:27](S(C)(=O)=O)=[N:28][CH:29]=3)[CH:23]=2)[C:17]([O:19][CH3:20])=[O:18])=[C:12]([CH3:35])[CH:11]=[N:10]1.Cl.[C@H:37]12[CH2:43][C@H:40]([NH:41][CH2:42]1)[CH2:39][O:38]2.CCO. The yield is 0.500. (5) The catalyst is C(O)CCC. The yield is 0.910. The product is [N:13]1[CH:14]=[CH:15][CH:16]=[CH:17][C:12]=1[O:11][C@@H:8]1[CH2:9][CH2:10][C@H:5]([C:3]([NH:19][NH2:20])=[O:2])[CH2:6][CH2:7]1. The reactants are C[O:2][C:3]([C@H:5]1[CH2:10][CH2:9][C@@H:8]([O:11][C:12]2[CH:17]=[CH:16][CH:15]=[CH:14][N:13]=2)[CH2:7][CH2:6]1)=O.O.[NH2:19][NH2:20]. (6) The reactants are B(F)(F)F.CCOCC.[CH2:10]([SH:14])[CH2:11][CH2:12][SH:13].[Cl:15][C:16]1[CH:17]=[C:18]([CH:21]=[CH:22][CH:23]=1)[CH:19]=O.CCOC(C)=O.CCCCCC. The catalyst is C(Cl)Cl. The product is [Cl:15][C:16]1[CH:17]=[C:18]([CH:19]2[S:14][CH2:10][CH2:11][CH2:12][S:13]2)[CH:21]=[CH:22][CH:23]=1. The yield is 0.920. (7) The reactants are [NH2:1][C:2]1[N:7]=[C:6]([C:8](OC)=[O:9])[CH:5]=[CH:4][N:3]=1.[BH4-].[Na+].Cl.C(=O)([O-])O.[Na+]. The catalyst is CC(C)=O.ClCCl.C(O)C. The product is [NH2:1][C:2]1[N:7]=[C:6]([CH2:8][OH:9])[CH:5]=[CH:4][N:3]=1. The yield is 0.730. (8) The reactants are C[O:2][C:3](=[O:15])[C:4]1[CH:9]=[CH:8][C:7]([N:10]2[CH2:14][CH2:13][CH2:12][CH2:11]2)=[CH:6][CH:5]=1.[OH-].[Na+]. The catalyst is CO.O. The product is [N:10]1([C:7]2[CH:8]=[CH:9][C:4]([C:3]([OH:15])=[O:2])=[CH:5][CH:6]=2)[CH2:11][CH2:12][CH2:13][CH2:14]1. The yield is 0.970. (9) The reactants are [Cl:1][C:2]1[CH:7]=[CH:6][C:5]([OH:8])=[C:4]([N+:9]([O-:11])=[O:10])[CH:3]=1.[C:12]1([CH:18]2[O:20][CH:19]2[C:21]([O:23][CH2:24][CH3:25])=[O:22])[CH:17]=[CH:16][CH:15]=[CH:14][CH:13]=1.[H-].[Na+]. The catalyst is C(O)C.C(Cl)(Cl)Cl. The product is [OH:20][CH:19]([CH:18]([O:8][C:5]1[CH:6]=[CH:7][C:2]([Cl:1])=[CH:3][C:4]=1[N+:9]([O-:11])=[O:10])[C:12]1[CH:13]=[CH:14][CH:15]=[CH:16][CH:17]=1)[C:21]([O:23][CH2:24][CH3:25])=[O:22]. The yield is 0.330. (10) The reactants are [NH2:1][C:2]1[C:3]([O:17][CH3:18])=[C:4]([NH:12][S:13]([CH3:16])(=[O:15])=[O:14])[CH:5]=[C:6]([C:8]([CH3:11])([CH3:10])[CH3:9])[CH:7]=1.[Li]CCCC.[Li+].C[Si]([N-][Si](C)(C)C)(C)C.C([O:36][C:37](=O)[C:38]1[CH:43]=[CH:42][C:41]([CH3:44])=[C:40]([N:45]2[CH:49]=[C:48]([C:50]3[N:51]([CH3:55])[CH:52]=[N:53][CH:54]=3)[CH:47]=[N:46]2)[CH:39]=1)C. The catalyst is C1COCC1.CO. The product is [C:8]([C:6]1[CH:5]=[C:4]([NH:12][S:13]([CH3:16])(=[O:15])=[O:14])[C:3]([O:17][CH3:18])=[C:2]([NH:1][C:37](=[O:36])[C:38]2[CH:43]=[CH:42][C:41]([CH3:44])=[C:40]([N:45]3[CH:49]=[C:48]([C:50]4[N:51]([CH3:55])[CH:52]=[N:53][CH:54]=4)[CH:47]=[N:46]3)[CH:39]=2)[CH:7]=1)([CH3:10])([CH3:11])[CH3:9]. The yield is 0.330.